This data is from Full USPTO retrosynthesis dataset with 1.9M reactions from patents (1976-2016). The task is: Predict the reactants needed to synthesize the given product. (1) Given the product [NH2:1][CH2:4][CH2:5][C:6]1[C:7](=[O:13])[NH:8][C:9](=[O:12])[NH:10][CH:11]=1, predict the reactants needed to synthesize it. The reactants are: [N:1]([CH2:4][CH2:5][C:6]1[C:7](=[O:13])[NH:8][C:9](=[O:12])[NH:10][CH:11]=1)=[N+]=[N-].C(Cl)(Cl)Cl.CO.N. (2) Given the product [CH3:27][O:28][C:29]1[CH:30]=[C:31]([S:35][CH:12]2[CH2:13][CH2:14][N:10]([S:7]([C:4]3[CH:3]=[CH:2][C:1]([CH3:26])=[CH:6][CH:5]=3)(=[O:8])=[O:9])[CH2:11]2)[CH:32]=[CH:33][CH:34]=1, predict the reactants needed to synthesize it. The reactants are: [C:1]1([CH3:26])[CH:6]=[CH:5][C:4]([S:7]([N:10]2[CH2:14][CH2:13][CH:12](OS(C3C=CC(C)=CC=3)(=O)=O)[CH2:11]2)(=[O:9])=[O:8])=[CH:3][CH:2]=1.[CH3:27][O:28][C:29]1[CH:30]=[C:31]([SH:35])[CH:32]=[CH:33][CH:34]=1. (3) Given the product [C:1]([OH:4])(=[O:3])[CH3:2].[F:39][CH2:40][CH2:41][N:42]1[C:11]2[CH:10]=[C:9]([C@H:16]([NH:29][C:30]3[CH:38]=[CH:37][C:33]([C:34]([NH2:36])=[NH:35])=[CH:32][CH:31]=3)[C:17]3[NH:21][C:20](=[O:22])[N:19]([C:23]4[N:28]=[CH:27][CH:26]=[CH:25][N:24]=4)[N:18]=3)[CH:8]=[C:7]([O:6][CH3:5])[C:12]=2[O:45][CH2:44][C:43]1=[O:70], predict the reactants needed to synthesize it. The reactants are: [C:1]([OH:4])(=[O:3])[CH3:2].[CH3:5][O:6][C:7]1[CH:8]=[C:9]([C@H:16]([NH:29][C:30]2[CH:38]=[CH:37][C:33]([C:34]([NH2:36])=[NH:35])=[CH:32][CH:31]=2)[C:17]2[NH:21][C:20](=[O:22])[N:19]([C:23]3[N:28]=[CH:27][CH:26]=[CH:25][N:24]=3)[N:18]=2)[CH:10]=[C:11](COC)[CH:12]=1.[F:39][CH2:40][CH2:41][N:42]1C2C=C(C(NC3C=CC(C4N=C(C)ON=4)=CC=3)C#N)C=C(OC)C=2[O:45][CH2:44][C:43]1=[O:70].